This data is from Forward reaction prediction with 1.9M reactions from USPTO patents (1976-2016). The task is: Predict the product of the given reaction. Given the reactants [Br:1][C:2]1[CH:3]=[N:4][C:5]2[N:6]([N:8]=[C:9]([C:11]([OH:13])=O)[CH:10]=2)[CH:7]=1.[CH3:14][CH:15]1[NH:20][CH2:19][CH2:18][N:17]2[C:21]([C:24]3[CH:25]=[N:26][CH:27]=[CH:28][CH:29]=3)=[CH:22][CH:23]=[C:16]12, predict the reaction product. The product is: [Br:1][C:2]1[CH:3]=[N:4][C:5]2[N:6]([N:8]=[C:9]([C:11]([N:20]3[CH2:19][CH2:18][N:17]4[C:21]([C:24]5[CH:25]=[N:26][CH:27]=[CH:28][CH:29]=5)=[CH:22][CH:23]=[C:16]4[CH:15]3[CH3:14])=[O:13])[CH:10]=2)[CH:7]=1.